Dataset: Full USPTO retrosynthesis dataset with 1.9M reactions from patents (1976-2016). Task: Predict the reactants needed to synthesize the given product. Given the product [N+:14]([C:17]1[CH:25]=[C:24]2[C:20]([CH:21]=[CH:22][N:23]2[CH2:2][C:3]2[CH:4]=[N:5][CH:6]=[N:7][CH:8]=2)=[CH:19][CH:18]=1)([O-:16])=[O:15], predict the reactants needed to synthesize it. The reactants are: O[CH2:2][C:3]1[CH:4]=[N:5][CH:6]=[N:7][CH:8]=1.CS(Cl)(=O)=O.[N+:14]([C:17]1[CH:25]=[C:24]2[C:20]([CH:21]=[CH:22][NH:23]2)=[CH:19][CH:18]=1)([O-:16])=[O:15].N1C2C(=CC=CC=2)C=C1.[H-].[Na+].S([O-])(=O)(=O)C.